This data is from Reaction yield outcomes from USPTO patents with 853,638 reactions. The task is: Predict the reaction yield, written as a fraction of the theoretical maximum amount of product (1.0 means a 100% yield; for example, 0.34 means a 34% yield). The reactants are [NH2:1][C:2]1[CH:7]=[C:6]([O:8][C:9]2[CH:14]=[CH:13][C:12]([NH:15][C:16]([C:18]3[C:19](=[O:31])[N:20]([C:25]4[CH:30]=[CH:29][CH:28]=[CH:27][CH:26]=4)[N:21]([CH3:24])[C:22]=3[CH3:23])=[O:17])=[CH:11][CH:10]=2)[CH:5]=[CH:4][N:3]=1.C(N(CC)CC)C.[CH:39]1([C:42](Cl)=[O:43])[CH2:41][CH2:40]1. The catalyst is C(Cl)Cl. The product is [CH:39]1([C:42]([NH:1][C:2]2[CH:7]=[C:6]([O:8][C:9]3[CH:10]=[CH:11][C:12]([NH:15][C:16]([C:18]4[C:19](=[O:31])[N:20]([C:25]5[CH:26]=[CH:27][CH:28]=[CH:29][CH:30]=5)[N:21]([CH3:24])[C:22]=4[CH3:23])=[O:17])=[CH:13][CH:14]=3)[CH:5]=[CH:4][N:3]=2)=[O:43])[CH2:41][CH2:40]1. The yield is 0.560.